Dataset: Reaction yield outcomes from USPTO patents with 853,638 reactions. Task: Predict the reaction yield, written as a fraction of the theoretical maximum amount of product (1.0 means a 100% yield; for example, 0.34 means a 34% yield). (1) The yield is 0.695. The catalyst is ClCCl. The reactants are [NH2:1][C:2](=[O:100])[CH2:3][NH:4][C:5](=[O:99])[C@@H:6]([NH:13][C:14](=[O:98])[C@@H:15]([N:17]([CH3:97])[C:18]([C@H:20]([CH2:86][C:87](=[O:96])[S:88][CH2:89][C:90]1[CH:95]=[CH:94][CH:93]=[CH:92][CH:91]=1)[NH:21][C:22](=[O:85])[C@H:23]([CH2:78][C:79]1[CH:84]=[CH:83][CH:82]=[CH:81][CH:80]=1)[NH:24][C:25](=[O:77])[C@H:26]([CH:74]([CH3:76])[CH3:75])[NH:27][C:28](=[O:73])[C@H:29]([CH3:72])[NH:30][C:31](=[O:71])[C@H:32]([CH2:67][CH:68]([CH3:70])[CH3:69])[N:33]([CH3:66])[C:34](=[O:65])[CH2:35][NH:36][C:37](=[O:64])[C@H:38]([CH2:57][C:58]1[CH:63]=[CH:62][CH:61]=[CH:60][CH:59]=1)[N:39]([CH3:56])[C:40](=[O:55])[C@H:41]([CH3:54])[NH:42][C:43](=[O:53])[CH2:44][NH:45]C(=O)OC(C)(C)C)=[O:19])[CH3:16])[CH2:7][O:8]C(C)(C)C.C(O)(C(F)(F)F)=O. The product is [NH2:45][CH2:44][C:43](=[O:53])[NH:42][C@@H:41]([CH3:54])[C:40](=[O:55])[N:39]([CH3:56])[C@@H:38]([CH2:57][C:58]1[CH:63]=[CH:62][CH:61]=[CH:60][CH:59]=1)[C:37](=[O:64])[NH:36][CH2:35][C:34](=[O:65])[N:33]([CH3:66])[C@@H:32]([CH2:67][CH:68]([CH3:70])[CH3:69])[C:31](=[O:71])[NH:30][C@@H:29]([CH3:72])[C:28](=[O:73])[NH:27][C@@H:26]([CH:74]([CH3:75])[CH3:76])[C:25](=[O:77])[NH:24][C@@H:23]([CH2:78][C:79]1[CH:84]=[CH:83][CH:82]=[CH:81][CH:80]=1)[C:22](=[O:85])[NH:21][C@H:20]([C:18](=[O:19])[N:17]([C@@H:15]([CH3:16])[C:14]([NH:13][C@@H:6]([CH2:7][OH:8])[C:5]([NH:4][CH2:3][C:2]([NH2:1])=[O:100])=[O:99])=[O:98])[CH3:97])[CH2:86][C:87](=[O:96])[S:88][CH2:89][C:90]1[CH:95]=[CH:94][CH:93]=[CH:92][CH:91]=1. (2) The yield is 0.330. The product is [CH:23]1([C:22]([CH:24]([O:7][C:8]2[CH:9]=[C:10]([CH3:17])[C:11]([C:12]#[N:13])=[C:14]([CH3:16])[CH:15]=2)[C:18](=[O:21])[CH3:19])=[O:25])[CH2:27][CH2:26]1. The reactants are C(=O)([O-])[O-].[Cs+].[Cs+].[OH:7][C:8]1[CH:15]=[C:14]([CH3:16])[C:11]([C:12]#[N:13])=[C:10]([CH3:17])[CH:9]=1.[C:18]([OH:21])(=O)[CH3:19].[CH:22]([OH:25])([CH3:24])[CH3:23].[CH3:26][C:27](C)=O. No catalyst specified. (3) The reactants are [Br:1][C:2]1[C:6]2[C:7]3[N:8]([CH:11]=[N:12][N:13]=3)C=[N:10][C:5]=2[S:4][CH:3]=1.CNCCN. The catalyst is CO.[Cl-].[NH4+]. The product is [Br:1][C:2]1[C:6]([C:7]2[NH:8][CH:11]=[N:12][N:13]=2)=[C:5]([NH2:10])[S:4][CH:3]=1. The yield is 0.990. (4) The yield is 0.500. The product is [F:1][C:2]([C:5]1[S:9][C:8]2=[N:10][C:11]([C:13]3[O:23][C:17]4[CH:18]=[CH:19][CH:20]=[C:21]([CH3:22])[C:16]=4[N:15]=3)=[CH:12][N:7]2[N:6]=1)([F:4])[CH3:3]. No catalyst specified. The reactants are [F:1][C:2]([C:5]1[S:9][C:8]2=[N:10][C:11]([C:13]([NH:15][C:16]3[C:21]([CH3:22])=[CH:20][CH:19]=[CH:18][C:17]=3[OH:23])=O)=[CH:12][N:7]2[N:6]=1)([F:4])[CH3:3].C(O)(C)=O.FC(C(O)=O)(F)F. (5) The reactants are [C:1]1([NH2:8])[CH:6]=[CH:5][CH:4]=[CH:3][C:2]=1[NH2:7].[C:9](OCC)(=O)[CH:10]=[O:11].C1(C)C=CC=CC=1. The catalyst is C(O)C. The product is [NH:7]1[C:2]2[C:1](=[CH:6][CH:5]=[CH:4][CH:3]=2)[N:8]=[CH:9][C:10]1=[O:11]. The yield is 0.930. (6) The reactants are [Cl:1][C:2]1[CH:3]=[C:4]([CH:7]=[CH:8][C:9]=1[Cl:10])[CH2:5]Cl.[N-:11]=[N+:12]=[N-:13].[Na+].O. The catalyst is CS(C)=O. The product is [Cl:1][C:2]1[CH:3]=[C:4]([CH2:5][N:11]=[N+:12]=[N-:13])[CH:7]=[CH:8][C:9]=1[Cl:10]. The yield is 1.00. (7) The reactants are F[C:2]1[CH:9]=[CH:8][C:5]([C:6]#[N:7])=[CH:4][CH:3]=1.[NH:10]1[CH2:15][CH2:14][CH2:13][CH2:12][CH2:11]1.C(=O)([O-])[O-].[K+].[K+]. The catalyst is CN1CCCC1=O.O. The product is [N:10]1([C:2]2[CH:9]=[CH:8][C:5]([C:6]#[N:7])=[CH:4][CH:3]=2)[CH2:15][CH2:14][CH2:13][CH2:12][CH2:11]1. The yield is 0.920. (8) The reactants are [C:1]([O:5][C:6]([N:8]1[CH2:12][C@H:11]([OH:13])[CH2:10][C@H:9]1[CH2:14][O:15][Si:16]([C:29]([CH3:32])([CH3:31])[CH3:30])([C:23]1[CH:28]=[CH:27][CH:26]=[CH:25][CH:24]=1)[C:17]1[CH:22]=[CH:21][CH:20]=[CH:19][CH:18]=1)=[O:7])([CH3:4])([CH3:3])[CH3:2].[C:33](O)(=[O:35])[CH3:34].C1C=CC(P(C2C=CC=CC=2)C2C=CC=CC=2)=CC=1.CC(OC(/N=N/C(OC(C)C)=O)=O)C. The catalyst is C1COCC1. The product is [C:33]([O:13][C@@H:11]1[CH2:12][N:8]([C:6]([O:5][C:1]([CH3:4])([CH3:2])[CH3:3])=[O:7])[C@H:9]([CH2:14][O:15][Si:16]([C:29]([CH3:32])([CH3:31])[CH3:30])([C:23]2[CH:28]=[CH:27][CH:26]=[CH:25][CH:24]=2)[C:17]2[CH:18]=[CH:19][CH:20]=[CH:21][CH:22]=2)[CH2:10]1)(=[O:35])[CH3:34]. The yield is 0.990. (9) The catalyst is C1COCC1. The product is [F:3][C:4]([F:21])([F:20])[C:5]1[CH:19]=[CH:18][CH:17]=[C:7]([O:8][C:9]2[CH:16]=[CH:15][C:12]([CH:13]=[CH2:23])=[CH:11][CH:10]=2)[CH:6]=1. The reactants are [H-].[Na+].[F:3][C:4]([F:21])([F:20])[C:5]1[CH:6]=[C:7]([CH:17]=[CH:18][CH:19]=1)[O:8][C:9]1[CH:16]=[CH:15][C:12]([CH:13]=O)=[CH:11][CH:10]=1.[I-].[CH3:23][P+](C1C=CC=CC=1)(C1C=CC=CC=1)C1C=CC=CC=1. The yield is 0.980. (10) The reactants are [C:1]1([C:7]2[CH:20]=[CH:19][C:18]3[C:9](=[C:10]([C:27]4[CH:36]=[CH:35][C:34]5[C:29](=[CH:30][CH:31]=[CH:32][CH:33]=5)[CH:28]=4)[C:11]4[C:16]([CH:17]=3)=[CH:15][C:14]([C:21]3[CH:26]=[CH:25][CH:24]=[CH:23][CH:22]=3)=[CH:13][CH:12]=4)[CH:8]=2)[CH:6]=[CH:5][CH:4]=[CH:3][CH:2]=1.[Br:37]N1C(=O)CCC1=O.O. The catalyst is CN(C)C=O. The product is [Br:37][C:17]1[C:18]2[C:9]([C:10]([C:27]3[CH:36]=[CH:35][C:34]4[C:29](=[CH:30][CH:31]=[CH:32][CH:33]=4)[CH:28]=3)=[C:11]3[C:16]=1[CH:15]=[C:14]([C:21]1[CH:26]=[CH:25][CH:24]=[CH:23][CH:22]=1)[CH:13]=[CH:12]3)=[CH:8][C:7]([C:1]1[CH:2]=[CH:3][CH:4]=[CH:5][CH:6]=1)=[CH:20][CH:19]=2. The yield is 0.800.